From a dataset of Reaction yield outcomes from USPTO patents with 853,638 reactions. Predict the reaction yield, written as a fraction of the theoretical maximum amount of product (1.0 means a 100% yield; for example, 0.34 means a 34% yield). (1) The reactants are C1(N=C=O)C=CC(N=C=O)=CC=1.C(N(CC)CC)C.COC1C=C[C:25]([C:28]#[C:29][C:30]([F:33])([F:32])[F:31])=CC=1.COC(=O)CCC[N+:40]([O-])=[O:41]. The catalyst is C1(C)C=CC=CC=1. The yield is 0.250. The product is [F:31][C:30]([C:29]1[CH:28]=[CH:25][O:41][N:40]=1)([F:33])[F:32]. (2) The reactants are [OH-].[K+].[Cl:3][C:4]1[C:5]([N:10]2[C:14]([C:15]([O:17]CC)=[O:16])=[CH:13][C:12]([C:20]([F:23])([F:22])[F:21])=[N:11]2)=[N:6][CH:7]=[CH:8][CH:9]=1. The catalyst is O.C(O)C. The product is [Cl:3][C:4]1[C:5]([N:10]2[C:14]([C:15]([OH:17])=[O:16])=[CH:13][C:12]([C:20]([F:23])([F:21])[F:22])=[N:11]2)=[N:6][CH:7]=[CH:8][CH:9]=1. The yield is 0.930. (3) The yield is 0.910. The reactants are C([N:8]1[CH2:13][CH2:12][CH:11]([N:14]2[CH2:19][CH2:18][O:17][CH2:16][CH2:15]2)[CH2:10][CH2:9]1)C1C=CC=CC=1.Cl. The product is [NH:8]1[CH2:13][CH2:12][CH:11]([N:14]2[CH2:19][CH2:18][O:17][CH2:16][CH2:15]2)[CH2:10][CH2:9]1. The catalyst is CO.[OH-].[OH-].[Pd+2]. (4) The reactants are [CH3:1][C:2]([CH3:9])([CH3:8])[C:3](=O)[CH2:4][C:5]#[N:6].Cl.[NH:11]([CH2:13][CH2:14][OH:15])[NH2:12]. The catalyst is C(O)C. The product is [NH2:6][C:5]1[N:11]([CH2:13][CH2:14][OH:15])[N:12]=[C:3]([C:2]([CH3:9])([CH3:8])[CH3:1])[CH:4]=1. The yield is 0.970. (5) The reactants are [F:1][C:2]1[CH:10]=[C:9]2[C:5]([C:6]([C:11]3[CH:12]=[N:13][N:14]([CH:16]4[CH2:21][CH2:20][CH:19]([C:22]([OH:24])=O)[CH2:18][CH2:17]4)[CH:15]=3)=[CH:7][NH:8]2)=[CH:4][CH:3]=1.[CH3:25][NH2:26]. No catalyst specified. The product is [F:1][C:2]1[CH:10]=[C:9]2[C:5]([C:6]([C:11]3[CH:12]=[N:13][N:14]([C@H:16]4[CH2:17][CH2:18][C@H:19]([C:22]([NH:26][CH3:25])=[O:24])[CH2:20][CH2:21]4)[CH:15]=3)=[CH:7][NH:8]2)=[CH:4][CH:3]=1. The yield is 0.250. (6) The reactants are [NH2:1][C:2]1[CH:34]=[CH:33][C:5]([O:6][C:7]2[N:12]=[C:11]([CH3:13])[C:10]([CH2:14][N:15]3[CH2:20][CH2:19][CH:18]([N:21]4[C@H:25]([C:26]5[CH:31]=[CH:30][CH:29]=[CH:28][CH:27]=5)[CH2:24][O:23][C:22]4=[O:32])[CH2:17][CH2:16]3)=[CH:9][CH:8]=2)=[CH:4][CH:3]=1.CCN(CC)CC.[C:42](Cl)(=[O:46])[CH:43]([CH3:45])[CH3:44]. The catalyst is C(Cl)Cl. The product is [CH3:13][C:11]1[N:12]=[C:7]([O:6][C:5]2[CH:4]=[CH:3][C:2]([NH:1][C:42](=[O:46])[CH:43]([CH3:45])[CH3:44])=[CH:34][CH:33]=2)[CH:8]=[CH:9][C:10]=1[CH2:14][N:15]1[CH2:16][CH2:17][CH:18]([N:21]2[C@H:25]([C:26]3[CH:27]=[CH:28][CH:29]=[CH:30][CH:31]=3)[CH2:24][O:23][C:22]2=[O:32])[CH2:19][CH2:20]1. The yield is 0.0500. (7) The reactants are [F:1][C:2]([F:33])([F:32])[C:3]1[CH:4]=[C:5]([C:13]2[CH:14]=[C:15]3[C:20](=[CH:21][CH:22]=2)[O:19][CH:18]([C:23]([F:26])([F:25])[F:24])[C:17]([C:27]([O:29]CC)=[O:28])=[CH:16]3)[CH:6]=[C:7]([C:9]([F:12])([F:11])[F:10])[CH:8]=1.[OH-].[Li+]. The catalyst is O1CCCC1.O. The product is [F:11][C:9]([F:10])([F:12])[C:7]1[CH:6]=[C:5]([C:13]2[CH:14]=[C:15]3[C:20](=[CH:21][CH:22]=2)[O:19][CH:18]([C:23]([F:24])([F:25])[F:26])[C:17]([C:27]([OH:29])=[O:28])=[CH:16]3)[CH:4]=[C:3]([C:2]([F:1])([F:32])[F:33])[CH:8]=1. The yield is 0.920. (8) The reactants are Br[C:2]1[CH:3]=[CH:4][C:5]([NH:13][C:14]2[C:19]([C:20]([F:23])([F:22])[F:21])=[CH:18][N:17]=[C:16]([NH:24][C:25]3[CH:39]=[CH:38][C:28]([CH2:29][P:30](=[O:37])([O:34][CH2:35][CH3:36])[O:31][CH2:32][CH3:33])=[CH:27][CH:26]=3)[N:15]=2)=[C:6]2[C:10]=1[CH2:9][N:8]([CH3:11])[C:7]2=[O:12].[CH3:40][O:41][CH2:42][CH2:43][N:44]1[CH:48]=[C:47](B2OC(C)(C)C(C)(C)O2)[CH:46]=[N:45]1.C(=O)([O-])[O-].[K+].[K+].ClCCl. The catalyst is C1C=CC(P(C2C=CC=CC=2)[C-]2C=CC=C2)=CC=1.C1C=CC(P(C2C=CC=CC=2)[C-]2C=CC=C2)=CC=1.Cl[Pd]Cl.[Fe+2].O.O1CCOCC1. The product is [CH3:40][O:41][CH2:42][CH2:43][N:44]1[CH:48]=[C:47]([C:2]2[CH:3]=[CH:4][C:5]([NH:13][C:14]3[C:19]([C:20]([F:21])([F:22])[F:23])=[CH:18][N:17]=[C:16]([NH:24][C:25]4[CH:39]=[CH:38][C:28]([CH2:29][P:30](=[O:37])([O:34][CH2:35][CH3:36])[O:31][CH2:32][CH3:33])=[CH:27][CH:26]=4)[N:15]=3)=[C:6]3[C:10]=2[CH2:9][N:8]([CH3:11])[C:7]3=[O:12])[CH:46]=[N:45]1. The yield is 0.196.